From a dataset of Reaction yield outcomes from USPTO patents with 853,638 reactions. Predict the reaction yield, written as a fraction of the theoretical maximum amount of product (1.0 means a 100% yield; for example, 0.34 means a 34% yield). (1) The reactants are [CH2:1]([O:3][C:4](=[O:25])[C:5]1[CH:10]=[CH:9][CH:8]=[C:7]([N:11]2[C:15]([CH3:16])=[CH:14][CH:13]=[C:12]2[C:17]2[CH:22]=[C:21]([Br:23])[CH:20]=[CH:19][C:18]=2[OH:24])[CH:6]=1)[CH3:2].Br[CH2:27][C:28]1[CH:33]=[CH:32][C:31]([C:34]2[CH:39]=[CH:38][CH:37]=[CH:36][CH:35]=2)=[CH:30][CH:29]=1.C(=O)([O-])[O-].[K+].[K+]. The catalyst is CN(C=O)C. The product is [CH2:1]([O:3][C:4](=[O:25])[C:5]1[CH:10]=[CH:9][CH:8]=[C:7]([N:11]2[C:15]([CH3:16])=[CH:14][CH:13]=[C:12]2[C:17]2[CH:22]=[C:21]([Br:23])[CH:20]=[CH:19][C:18]=2[O:24][CH2:27][C:28]2[CH:33]=[CH:32][C:31]([C:34]3[CH:35]=[CH:36][CH:37]=[CH:38][CH:39]=3)=[CH:30][CH:29]=2)[CH:6]=1)[CH3:2]. The yield is 0.740. (2) The reactants are [NH2:1][C:2]1[C:7]([C:8]([F:11])([F:10])[F:9])=[CH:6][C:5]([C:12]([F:15])([F:14])[F:13])=[CH:4][C:3]=1[NH:16][C:17](=O)[CH2:18][S:19][CH3:20].C(O)(=O)C. The catalyst is O1CCCC1. The product is [CH3:20][S:19][CH2:18][C:17]1[NH:16][C:3]2[CH:4]=[C:5]([C:12]([F:15])([F:14])[F:13])[CH:6]=[C:7]([C:8]([F:11])([F:10])[F:9])[C:2]=2[N:1]=1. The yield is 0.890. (3) The reactants are C(NC(C)C)(C)C.CCCCCC.[CH2:14]([O:16][C:17]([CH:19]1[CH2:24][CH2:23][CH2:22][CH2:21][CH2:20]1)=[O:18])[CH3:15].Br[CH2:26][CH:27]([CH2:30][CH3:31])[CH2:28][CH3:29].Cl. The catalyst is C1COCC1.C(OCC)(=O)C. The product is [CH2:14]([O:16][C:17]([C:19]1([CH2:26][CH:27]([CH2:30][CH3:31])[CH2:28][CH3:29])[CH2:24][CH2:23][CH2:22][CH2:21][CH2:20]1)=[O:18])[CH3:15]. The yield is 0.770. (4) The reactants are [CH3:1][C:2]1[C:6]2[CH:7]=[CH:8][CH:9]=[CH:10][C:5]=2[O:4][CH:3]=1.[Li+].CC([N-]C(C)C)C.[CH:19]([N:32]1[CH2:35][C:34](=[O:36])[CH2:33]1)([C:26]1[CH:31]=[CH:30][CH:29]=[CH:28][CH:27]=1)[C:20]1[CH:25]=[CH:24][CH:23]=[CH:22][CH:21]=1. The catalyst is C1COCC1. The product is [CH:19]([N:32]1[CH2:35][C:34]([C:3]2[O:4][C:5]3[CH:10]=[CH:9][CH:8]=[CH:7][C:6]=3[C:2]=2[CH3:1])([OH:36])[CH2:33]1)([C:26]1[CH:31]=[CH:30][CH:29]=[CH:28][CH:27]=1)[C:20]1[CH:21]=[CH:22][CH:23]=[CH:24][CH:25]=1. The yield is 0.310. (5) The reactants are [Cl:1][C:2]1[CH:3]=[C:4]2[C:9](=[CH:10][C:11]=1[O:12][C:13]1[CH:18]=[CH:17][C:16]([C:19](=[O:35])[NH:20][C:21]3[N:26]=[CH:25][C:24]([C:27]4[CH:28]=[N:29][C:30]([O:33][CH3:34])=[CH:31][CH:32]=4)=[CH:23][CH:22]=3)=[CH:15][CH:14]=1)[O:8][CH2:7][CH2:6][CH:5]2[C:36]([OH:38])=[O:37].C[O-].[Na+:41].CO. The catalyst is C1COCC1.CO. The product is [Cl:1][C:2]1[CH:3]=[C:4]2[C:9](=[CH:10][C:11]=1[O:12][C:13]1[CH:18]=[CH:17][C:16]([C:19](=[O:35])[NH:20][C:21]3[N:26]=[CH:25][C:24]([C:27]4[CH:28]=[N:29][C:30]([O:33][CH3:34])=[CH:31][CH:32]=4)=[CH:23][CH:22]=3)=[CH:15][CH:14]=1)[O:8][CH2:7][CH2:6][CH:5]2[C:36]([O-:38])=[O:37].[Na+:41]. The yield is 0.960.